This data is from Reaction yield outcomes from USPTO patents with 853,638 reactions. The task is: Predict the reaction yield, written as a fraction of the theoretical maximum amount of product (1.0 means a 100% yield; for example, 0.34 means a 34% yield). (1) The reactants are [C:1]([C:3]1[N:7]([CH:8]2[CH2:13][CH2:12][N:11]([C:14]([O:16][CH:17]([CH3:19])[CH3:18])=[O:15])[CH2:10][CH2:9]2)[N:6]=[CH:5][C:4]=1[CH2:20][O:21][C:22]1[CH:27]=[CH:26][C:25]([C:28]2[N:32]([CH2:33][CH2:34][O:35][Si](C)(C)C)[N:31]=[N:30][N:29]=2)=[CH:24][C:23]=1[F:40])#[N:2].Cl. The catalyst is CO.O1CCOCC1. The product is [C:1]([C:3]1[N:7]([CH:8]2[CH2:9][CH2:10][N:11]([C:14]([O:16][CH:17]([CH3:19])[CH3:18])=[O:15])[CH2:12][CH2:13]2)[N:6]=[CH:5][C:4]=1[CH2:20][O:21][C:22]1[CH:27]=[CH:26][C:25]([C:28]2[N:32]([CH2:33][CH2:34][OH:35])[N:31]=[N:30][N:29]=2)=[CH:24][C:23]=1[F:40])#[N:2]. The yield is 0.490. (2) The reactants are [CH2:1]([N:8]1[CH2:14][C:13]([NH:16]C(OC(C)(C)C)=O)([CH3:15])[C:10]2([CH2:12][CH2:11]2)[C:9]1=[O:24])[C:2]1[CH:7]=[CH:6][CH:5]=[CH:4][CH:3]=1.Cl.O. The catalyst is C1(C)C=CC=CC=1. The product is [NH2:16][C:13]1([CH3:15])[C:10]2([CH2:12][CH2:11]2)[C:9](=[O:24])[N:8]([CH2:1][C:2]2[CH:7]=[CH:6][CH:5]=[CH:4][CH:3]=2)[CH2:14]1. The yield is 0.902.